The task is: Predict the reaction yield, written as a fraction of the theoretical maximum amount of product (1.0 means a 100% yield; for example, 0.34 means a 34% yield).. This data is from Reaction yield outcomes from USPTO patents with 853,638 reactions. The reactants are [Br:1][C:2]1[CH:3]=[C:4]([C:13]([OH:15])=O)[C:5]2[CH:6]=[N:7][N:8]([CH2:11][CH3:12])[C:9]=2[CH:10]=1.CCN=C=NCCCN(C)C.Cl.C1C=CC2N(O)N=NC=2C=1.O.CCN(C(C)C)C(C)C.[NH2:48][CH2:49][C:50]1[C:51](=[O:60])[NH:52][C:53]([CH3:59])=[CH:54][C:55]=1[CH2:56][CH2:57][CH3:58]. The catalyst is C(Cl)Cl. The product is [CH3:59][C:53]1[NH:52][C:51](=[O:60])[C:50]([CH2:49][NH:48][C:13]([C:4]2[C:5]3[CH:6]=[N:7][N:8]([CH2:11][CH3:12])[C:9]=3[CH:10]=[C:2]([Br:1])[CH:3]=2)=[O:15])=[C:55]([CH2:56][CH2:57][CH3:58])[CH:54]=1. The yield is 0.320.